The task is: Predict which catalyst facilitates the given reaction.. This data is from Catalyst prediction with 721,799 reactions and 888 catalyst types from USPTO. Reactant: [Br:1][C:2]1[C:3]([O:11][CH3:12])=[C:4]2[C:8](=[CH:9][CH:10]=1)[NH:7][N:6]=[CH:5]2.[CH2:13]([O:20][C:21]1[CH:26]=[CH:25][C:24](B(O)O)=[CH:23][C:22]=1[F:30])[C:14]1[CH:19]=[CH:18][CH:17]=[CH:16][CH:15]=1.N1C=CC=CC=1. Product: [Br:1][C:2]1[C:3]([O:11][CH3:12])=[C:4]2[C:8](=[CH:9][CH:10]=1)[N:7]([C:24]1[CH:25]=[CH:26][C:21]([O:20][CH2:13][C:14]3[CH:15]=[CH:16][CH:17]=[CH:18][CH:19]=3)=[C:22]([F:30])[CH:23]=1)[N:6]=[CH:5]2. The catalyst class is: 560.